This data is from Reaction yield outcomes from USPTO patents with 853,638 reactions. The task is: Predict the reaction yield, written as a fraction of the theoretical maximum amount of product (1.0 means a 100% yield; for example, 0.34 means a 34% yield). (1) The reactants are [CH3:1][C@H:2]1[CH2:7][NH:6][CH2:5][CH2:4][NH:3]1.FC(F)(F)S(O[C:14]1[CH:23]=[CH:22][CH:21]=[C:20]2[C:15]=1[CH:16]=[CH:17][C:18]([CH3:24])=[N:19]2)(=O)=O. No catalyst specified. The product is [CH3:24][C:18]1[CH:17]=[CH:16][C:15]2[C:20](=[CH:21][CH:22]=[CH:23][C:14]=2[N:6]2[CH2:5][CH2:4][NH:3][C@@H:2]([CH3:1])[CH2:7]2)[N:19]=1. The yield is 0.270. (2) The reactants are C(O[C:4]([C:6]1[CH:10]=[C:9]([CH2:11][NH:12][C:13]([O:15][C:16]([CH3:19])([CH3:18])[CH3:17])=[O:14])[O:8][N:7]=1)=[O:5])C.[NH:20]1[CH2:24][CH2:23][CH2:22][CH2:21]1. No catalyst specified. The product is [N:20]1([C:4]([C:6]2[CH:10]=[C:9]([CH2:11][NH:12][C:13]([O:15][C:16]([CH3:17])([CH3:18])[CH3:19])=[O:14])[O:8][N:7]=2)=[O:5])[CH2:24][CH2:23][CH2:22][CH2:21]1. The yield is 0.790. (3) The product is [Cl:1][C:2]1[CH:3]=[C:4]([C:8]2[CH:13]=[C:12]([CH2:14][C:15]3[CH:20]=[CH:19][C:18]([CH2:21][CH2:22][OH:23])=[CH:17][CH:16]=3)[CH:11]=[C:10]([C:26]([F:29])([F:27])[F:28])[N:9]=2)[CH:5]=[CH:6][CH:7]=1. The yield is 0.180. The catalyst is C1COCC1. The reactants are [Cl:1][C:2]1[CH:3]=[C:4]([C:8]2[CH:13]=[C:12]([CH2:14][C:15]3[CH:20]=[CH:19][C:18]([CH2:21][C:22](OC)=[O:23])=[CH:17][CH:16]=3)[CH:11]=[C:10]([C:26]([F:29])([F:28])[F:27])[N:9]=2)[CH:5]=[CH:6][CH:7]=1. (4) The reactants are [CH:1]([C:3]1[CH:17]=[CH:16][C:6]([O:7][C:8]([CH3:15])([CH3:14])[C:9]([O:11][CH2:12][CH3:13])=[O:10])=[C:5]([O:18][CH3:19])[CH:4]=1)=O.[NH2:20][C:21]1[CH:26]=[CH:25][CH:24]=[CH:23][C:22]=1[SH:27]. The catalyst is CN(C=O)C. The product is [S:27]1[C:22]2[CH:23]=[CH:24][CH:25]=[CH:26][C:21]=2[N:20]=[C:1]1[C:3]1[CH:17]=[CH:16][C:6]([O:7][C:8]([CH3:15])([CH3:14])[C:9]([O:11][CH2:12][CH3:13])=[O:10])=[C:5]([O:18][CH3:19])[CH:4]=1. The yield is 0.930. (5) The reactants are Br[C:2]1[CH:7]=[CH:6][N:5]=[C:4]([O:8][C:9]2[CH:14]=[CH:13][C:12]([NH:15][C:16]3[CH:21]=[C:20]([C:22]4[CH:27]=[CH:26][CH:25]=[CH:24][CH:23]=4)[N:19]=[C:18]([NH2:28])[N:17]=3)=[CH:11][CH:10]=2)[CH:3]=1.ClC1N=CC=CN=1.Br[C:37]1[CH:42]=[CH:41][N:40]=[C:39]([O:43][C:44]2C=CC(NC3N=C(N)C=C(C4C=CC=CC=4)N=3)=CC=2)[CH:38]=1.COC[C@@H]1CCCN1. No catalyst specified. The product is [CH3:44][O:43][CH2:39][C@@H:38]1[CH2:37][CH2:42][CH2:41][N:40]1[C:2]1[CH:7]=[CH:6][N:5]=[C:4]([O:8][C:9]2[CH:14]=[CH:13][C:12]([NH:15][C:16]3[CH:21]=[C:20]([C:22]4[CH:27]=[CH:26][CH:25]=[CH:24][CH:23]=4)[N:19]=[C:18]([NH2:28])[N:17]=3)=[CH:11][CH:10]=2)[CH:3]=1. The yield is 0.400. (6) The reactants are [C:1]1([NH:7][S:8]([C:11]2[CH:12]=[C:13]3[C:17](=[CH:18][CH:19]=2)[NH:16][C:15](=[O:20])[CH2:14]3)(=[O:10])=[O:9])[CH:6]=[CH:5][CH:4]=[CH:3][CH:2]=1.[CH3:21][C:22]1[C:26]([C:27]([N:29]2[CH2:34][CH2:33][N:32]([CH3:35])[CH2:31][CH2:30]2)=[O:28])=[C:25]([CH3:36])[NH:24][C:23]=1[CH:37]=O. No catalyst specified. The product is [C:1]1([NH:7][S:8]([C:11]2[CH:12]=[C:13]3[C:17](=[CH:18][CH:19]=2)[NH:16][C:15](=[O:20])[C:14]3=[CH:37][C:23]2[NH:24][C:25]([CH3:36])=[C:26]([C:27]([N:29]3[CH2:30][CH2:31][N:32]([CH3:35])[CH2:33][CH2:34]3)=[O:28])[C:22]=2[CH3:21])(=[O:10])=[O:9])[CH:2]=[CH:3][CH:4]=[CH:5][CH:6]=1. The yield is 0.240.